This data is from TCR-epitope binding with 47,182 pairs between 192 epitopes and 23,139 TCRs. The task is: Binary Classification. Given a T-cell receptor sequence (or CDR3 region) and an epitope sequence, predict whether binding occurs between them. (1) The epitope is LLFGYPVYV. The TCR CDR3 sequence is CASSSGVGMDFNNEQFF. Result: 0 (the TCR does not bind to the epitope). (2) The epitope is KRWIILGLNK. The TCR CDR3 sequence is CASRGGTEAFF. Result: 0 (the TCR does not bind to the epitope). (3) The epitope is TPQDLNTML. The TCR CDR3 sequence is CASRARRPSNTIYF. Result: 1 (the TCR binds to the epitope). (4) The epitope is NYSGVVTTVMF. The TCR CDR3 sequence is CASSPYVDRAGANVLTF. Result: 0 (the TCR does not bind to the epitope). (5) Result: 1 (the TCR binds to the epitope). The epitope is PROT_97E67BCC. The TCR CDR3 sequence is CASSPRTSGADTQYF. (6) Result: 0 (the TCR does not bind to the epitope). The TCR CDR3 sequence is CASSLRGHEQFF. The epitope is MMISAGFSL. (7) Result: 1 (the TCR binds to the epitope). The epitope is TPRVTGGGAM. The TCR CDR3 sequence is CASSLGPASYEQYF.